From a dataset of Forward reaction prediction with 1.9M reactions from USPTO patents (1976-2016). Predict the product of the given reaction. (1) The product is: [Cl:1][C:2]1[CH:3]=[C:4]([C:9]2[CH:10]=[C:11]([C:13]3[CH:14]=[N:15][C:16]4[C:21]([CH:22]=3)=[CH:20][CH:19]=[CH:18][CH:17]=4)[N:24]([C@H:26]([C:28]3[CH:38]=[CH:37][C:31]([C:32]([O:34][CH2:35][CH3:36])=[O:33])=[CH:30][CH:29]=3)[CH3:27])[N:25]=2)[CH:5]=[C:6]([Cl:8])[CH:7]=1. Given the reactants [Cl:1][C:2]1[CH:3]=[C:4]([C:9]#[C:10][C:11]([C:13]2[CH:14]=[N:15][C:16]3[C:21]([CH:22]=2)=[CH:20][CH:19]=[CH:18][CH:17]=3)=O)[CH:5]=[C:6]([Cl:8])[CH:7]=1.Cl.[NH:24]([C@H:26]([C:28]1[CH:38]=[CH:37][C:31]([C:32]([O:34][CH2:35][CH3:36])=[O:33])=[CH:30][CH:29]=1)[CH3:27])[NH2:25].C(N(CC)CC)C, predict the reaction product. (2) Given the reactants Cl.[NH:2]1[CH2:5][CH2:4][C@H:3]1[C:6]([O:8][CH3:9])=[O:7].C(N(CC)CC)C.Cl[C:18]1[C:27]([N+:28]([O-:30])=[O:29])=[CH:26][C:21]([C:22]([O:24][CH3:25])=[O:23])=[CH:20][N:19]=1, predict the reaction product. The product is: [CH3:9][O:8][C:6]([C@@H:3]1[CH2:4][CH2:5][N:2]1[C:18]1[C:27]([N+:28]([O-:30])=[O:29])=[CH:26][C:21]([C:22]([O:24][CH3:25])=[O:23])=[CH:20][N:19]=1)=[O:7]. (3) Given the reactants [C:1]([O:5][C:6](=[O:21])[N:7]([CH2:9][CH2:10][CH2:11][NH:12][C:13]1[C:18]([Cl:19])=[CH:17][CH:16]=[CH:15][C:14]=1[NH2:20])[CH3:8])([CH3:4])([CH3:3])[CH3:2].CC([O-])=O.[Na+].[N:27]#[C:28]Br.C(#N)C, predict the reaction product. The product is: [C:1]([O:5][C:6](=[O:21])[N:7]([CH2:9][CH2:10][CH2:11][N:12]1[C:13]2[C:18]([Cl:19])=[CH:17][CH:16]=[CH:15][C:14]=2[NH:20][C:28]1=[NH:27])[CH3:8])([CH3:4])([CH3:2])[CH3:3]. (4) Given the reactants Br[C:2]1[N:7]2[N:8]=[C:9]([NH:11][C:12]3[CH:20]=[CH:19][C:15]([C:16]([NH2:18])=[O:17])=[CH:14][CH:13]=3)[N:10]=[C:6]2[CH:5]=[CH:4][CH:3]=1.[OH:21][C:22]1[CH:23]=[C:24](B(O)O)[CH:25]=[CH:26][CH:27]=1.C(=O)([O-])[O-].[Na+].[Na+].O.[Cl-].[Na+].O, predict the reaction product. The product is: [OH:21][C:22]1[CH:27]=[C:26]([C:2]2[N:7]3[N:8]=[C:9]([NH:11][C:12]4[CH:20]=[CH:19][C:15]([C:16]([NH2:18])=[O:17])=[CH:14][CH:13]=4)[N:10]=[C:6]3[CH:5]=[CH:4][CH:3]=2)[CH:25]=[CH:24][CH:23]=1. (5) Given the reactants C([O:3][C:4]1[CH2:13][C:12]2[C:11]([NH:14][C:15]3[O:16][C:17]([C:20]4[CH:25]=[CH:24][C:23]([C:26]([F:29])([F:28])[F:27])=[CH:22][CH:21]=4)=[CH:18][N:19]=3)=[CH:10][CH:9]=[CH:8][C:7]=2[CH2:6][CH:5]=1)C.Cl.C([O-])(O)=O.[Na+], predict the reaction product. The product is: [F:29][C:26]([F:27])([F:28])[C:23]1[CH:24]=[CH:25][C:20]([C:17]2[O:16][C:15]([NH:14][C:11]3[CH:10]=[CH:9][CH:8]=[C:7]4[C:12]=3[CH2:13][C:4](=[O:3])[CH2:5][CH2:6]4)=[N:19][CH:18]=2)=[CH:21][CH:22]=1. (6) Given the reactants Cl[C:2]1C=CC=C(C(OO)=O)[CH:3]=1.C(S[C:15]1[C:16]([C:21]([NH:23][C:24]2[CH:29]=[CH:28][C:27]([C:30]([O:37][CH3:38])([O:35][CH3:36])[C:31]([F:34])([F:33])[F:32])=[CH:26][CH:25]=2)=[O:22])=[N:17][CH:18]=[CH:19][CH:20]=1)C.C(=O)(O)[O-].[Na+].[S:44]([O-:48])([O-])(=[O:46])=S.[Na+].[Na+], predict the reaction product. The product is: [CH2:2]([S:44]([C:15]1[C:16]([C:21]([NH:23][C:24]2[CH:29]=[CH:28][C:27]([C:30]([O:37][CH3:38])([O:35][CH3:36])[C:31]([F:34])([F:32])[F:33])=[CH:26][CH:25]=2)=[O:22])=[N:17][CH:18]=[CH:19][CH:20]=1)(=[O:48])=[O:46])[CH3:3]. (7) Given the reactants Cl[Si](C)(C)C.[I-].[Na+].[C:8]1([C:14]2[C:18]3[C:19]([O:23]C)=[N:20][CH:21]=[CH:22][C:17]=3[N:16]([CH:25]3[CH2:29][CH2:28][CH2:27][CH2:26]3)[N:15]=2)[CH2:13][CH2:12][CH2:11][CH2:10][CH:9]=1.C(OCC)(=O)C, predict the reaction product. The product is: [C:8]1([C:14]2[C:18]3[C:19](=[O:23])[NH:20][CH:21]=[CH:22][C:17]=3[N:16]([CH:25]3[CH2:26][CH2:27][CH2:28][CH2:29]3)[N:15]=2)[CH2:13][CH2:12][CH2:11][CH2:10][CH:9]=1. (8) Given the reactants FC(F)(F)C(O)=O.[C:8]([O:12][CH:13]([C:18]1[C:23]([CH3:24])=[CH:22][CH:21]=[C:20]([O:25]CC2C=CC(OC)=CC=2)[C:19]=1[C:35]1[CH:40]=[CH:39][C:38]([N+:41]([O-:43])=[O:42])=[CH:37][CH:36]=1)[C:14]([O:16][CH3:17])=[O:15])([CH3:11])([CH3:10])[CH3:9], predict the reaction product. The product is: [C:8]([O:12][CH:13]([C:18]1[C:23]([CH3:24])=[CH:22][CH:21]=[C:20]([OH:25])[C:19]=1[C:35]1[CH:36]=[CH:37][C:38]([N+:41]([O-:43])=[O:42])=[CH:39][CH:40]=1)[C:14]([O:16][CH3:17])=[O:15])([CH3:11])([CH3:9])[CH3:10]. (9) Given the reactants [Cl:1][C:2]1[N:3]([CH3:17])[C:4]2[C:9]([C:10]=1[C:11]([NH:13][CH3:14])=[O:12])=[CH:8][CH:7]=[C:6]([O:15]C)[CH:5]=2.B(Br)(Br)Br.C(Cl)Cl, predict the reaction product. The product is: [CH3:14][NH:13][C:11]([C:10]1[C:9]2[C:4](=[CH:5][C:6]([OH:15])=[CH:7][CH:8]=2)[N:3]([CH3:17])[C:2]=1[Cl:1])=[O:12]. (10) The product is: [NH2:16][C:6]1[CH:5]=[C:4]([C:1](=[O:3])[CH3:2])[CH:9]=[C:8]([S:10]([F:15])([F:11])([F:12])([F:13])[F:14])[CH:7]=1. Given the reactants [C:1]([C:4]1[CH:5]=[C:6]([NH:16]C(=O)C(F)(F)F)[CH:7]=[C:8]([S:10]([F:15])([F:14])([F:13])([F:12])[F:11])[CH:9]=1)(=[O:3])[CH3:2].S(=O)(=O)(O)O, predict the reaction product.